Dataset: Forward reaction prediction with 1.9M reactions from USPTO patents (1976-2016). Task: Predict the product of the given reaction. (1) Given the reactants C(O[C@@H]([C@H](OC(=O)C1C=CC=CC=1)C(O)=O)C(O)=O)(=O)C1C=CC=CC=1.[NH2:27][C@@:28]1([C:39]2[CH:44]=[CH:43][CH:42]=[CH:41][C:40]=2[F:45])[CH2:32][O:31][C@H:30]([C:33]([F:36])([F:35])[F:34])[C@H:29]1[CH2:37][OH:38].CCOC(C)=O.[OH-].[Na+].[C:54]([N:62]=[C:63]=[S:64])(=[O:61])[C:55]1[CH:60]=[CH:59][CH:58]=[CH:57][CH:56]=1, predict the reaction product. The product is: [F:45][C:40]1[CH:41]=[CH:42][CH:43]=[CH:44][C:39]=1[C@@:28]1([NH:27][C:63]([NH:62][C:54](=[O:61])[C:55]2[CH:56]=[CH:57][CH:58]=[CH:59][CH:60]=2)=[S:64])[C@H:29]([CH2:37][OH:38])[C@@H:30]([C:33]([F:36])([F:34])[F:35])[O:31][CH2:32]1. (2) Given the reactants [CH3:1][O:2][C:3](=[O:22])[CH2:4][CH2:5][C:6]([CH:8]1[CH:13]=[CH:12][CH:11]=[C:10]([Si:14]([C:17]([CH3:20])([CH3:19])[CH3:18])([CH3:16])[CH3:15])[C:9]1=[O:21])=O.[NH2:23][NH:24][C:25]([NH2:27])=[S:26], predict the reaction product. The product is: [CH3:1][O:2][C:3](=[O:22])[CH2:4][CH2:5][C:6]([CH:8]1[CH:13]=[CH:12][CH:11]=[C:10]([Si:14]([C:17]([CH3:20])([CH3:19])[CH3:18])([CH3:16])[CH3:15])[C:9]1=[O:21])=[N:23][NH:24][C:25]([NH2:27])=[S:26].